From a dataset of Forward reaction prediction with 1.9M reactions from USPTO patents (1976-2016). Predict the product of the given reaction. (1) Given the reactants [CH3:1][N:2]1[C:6]([CH3:7])=[C:5]([C:8]2[CH:13]=[CH:12][C:11]([CH3:14])=[CH:10][CH:9]=2)[CH:4]=[C:3]1[C:15](=[O:18])[CH2:16][CH3:17].[Br:19]N1C(=O)CCC1=O, predict the reaction product. The product is: [Br:19][C:4]1[C:5]([C:8]2[CH:13]=[CH:12][C:11]([CH3:14])=[CH:10][CH:9]=2)=[C:6]([CH3:7])[N:2]([CH3:1])[C:3]=1[C:15](=[O:18])[CH2:16][CH3:17]. (2) Given the reactants C[O:2][C:3](=[O:40])[C:4]1[CH:9]=[CH:8][C:7]([NH:10][C:11]([C@H:13]2[C@H:17]([C:18]3[CH:23]=[CH:22][CH:21]=[C:20]([Cl:24])[C:19]=3[F:25])[C@:16]([C:28]3[CH:33]=[CH:32][C:31]([Cl:34])=[CH:30][N:29]=3)([C:26]#[N:27])[C@H:15]([CH2:35][C:36]([CH3:39])([CH3:38])[CH3:37])[NH:14]2)=[O:12])=[CH:6][CH:5]=1.[OH-].[Na+].CO.Cl, predict the reaction product. The product is: [Cl:24][C:20]1[C:19]([F:25])=[C:18]([C@@H:17]2[C@:16]([C:28]3[CH:33]=[CH:32][C:31]([Cl:34])=[CH:30][N:29]=3)([C:26]#[N:27])[C@H:15]([CH2:35][C:36]([CH3:38])([CH3:39])[CH3:37])[NH:14][C@H:13]2[C:11]([NH:10][C:7]2[CH:6]=[CH:5][C:4]([C:3]([OH:40])=[O:2])=[CH:9][CH:8]=2)=[O:12])[CH:23]=[CH:22][CH:21]=1. (3) Given the reactants Cl[C:2]1[CH:7]=[CH:6][N:5]=[C:4]2[NH:8][CH:9]=[CH:10][C:3]=12.[CH2:11]([N:18]1[CH2:23][CH2:22][CH2:21][CH:20]([NH:24][CH3:25])[CH2:19]1)[C:12]1[CH:17]=[CH:16][CH:15]=[CH:14][CH:13]=1, predict the reaction product. The product is: [CH2:11]([N:18]1[CH2:23][CH2:22][CH2:21][CH:20]([N:24]([CH3:25])[C:2]2[CH:7]=[CH:6][N:5]=[C:4]3[NH:8][CH:9]=[CH:10][C:3]=23)[CH2:19]1)[C:12]1[CH:13]=[CH:14][CH:15]=[CH:16][CH:17]=1. (4) Given the reactants C([O:3][C:4]([C:6]1[NH:7][C:8]([CH3:28])=[C:9]([C:12]2[NH:13][C:14]3[CH:20]=[C:19]([O:21][C:22]4[CH:27]=[CH:26][CH:25]=[CH:24][CH:23]=4)[CH:18]=[CH:17][C:15]=3[N:16]=2)[C:10]=1[CH3:11])=[O:5])C.[OH-].[Na+].Cl, predict the reaction product. The product is: [O:21]([C:19]1[CH:18]=[CH:17][C:15]2[N:16]=[C:12]([C:9]3[C:10]([CH3:11])=[C:6]([C:4]([OH:5])=[O:3])[NH:7][C:8]=3[CH3:28])[NH:13][C:14]=2[CH:20]=1)[C:22]1[CH:27]=[CH:26][CH:25]=[CH:24][CH:23]=1. (5) Given the reactants [N+:1]([C:4]1[CH:11]=[N:10][CH:9]=[CH:8][C:5]=1[CH:6]=[O:7])([O-:3])=[O:2].[OH:12][CH2:13][CH:14]([CH2:17]O)[CH2:15][OH:16].C1(C)C=CC(S(O)(=O)=O)=CC=1, predict the reaction product. The product is: [N+:1]([C:4]1[CH:11]=[N:10][CH:9]=[CH:8][C:5]=1[CH:6]1[O:12][CH2:13][CH:14]([CH2:15][OH:16])[CH2:17][O:7]1)([O-:3])=[O:2]. (6) Given the reactants O=[C:2]1[C:11]2[CH2:10][CH2:9][CH:8]([C:12]#[N:13])[CH2:7][C:6]=2[CH:5]=[C:4]2[NH:14][CH:15]=[CH:16][N:3]12.P(Cl)(Cl)([Cl:19])=O, predict the reaction product. The product is: [Cl:19][C:2]1[N:3]2[CH:16]=[CH:15][N:14]=[C:4]2[CH:5]=[C:6]2[C:11]=1[CH2:10][CH2:9][CH:8]([C:12]#[N:13])[CH2:7]2. (7) Given the reactants [NH2:1][C:2]1[CH:16]=[C:15]([F:17])[CH:14]=[CH:13][C:3]=1[CH2:4][NH:5][CH:6]1[CH2:10][C:9](=[O:11])[NH:8][C:7]1=[O:12].[CH2:18](OC(OCC)OCC)C, predict the reaction product. The product is: [F:17][C:15]1[CH:16]=[C:2]2[C:3]([CH2:4][N:5]([CH:6]3[CH2:10][C:9](=[O:11])[NH:8][C:7]3=[O:12])[CH:18]=[N:1]2)=[CH:13][CH:14]=1.